This data is from Peptide-MHC class I binding affinity with 185,985 pairs from IEDB/IMGT. The task is: Regression. Given a peptide amino acid sequence and an MHC pseudo amino acid sequence, predict their binding affinity value. This is MHC class I binding data. (1) The peptide sequence is LQMENKAWL. The MHC is H-2-Db with pseudo-sequence H-2-Db. The binding affinity (normalized) is 0.554. (2) The peptide sequence is MSSAMSMMH. The MHC is HLA-B35:01 with pseudo-sequence HLA-B35:01. The binding affinity (normalized) is 0.604. (3) The peptide sequence is KTFPPTEPK. The MHC is HLA-B08:01 with pseudo-sequence HLA-B08:01. The binding affinity (normalized) is 0.0847.